Dataset: Peptide-MHC class I binding affinity with 185,985 pairs from IEDB/IMGT. Task: Regression. Given a peptide amino acid sequence and an MHC pseudo amino acid sequence, predict their binding affinity value. This is MHC class I binding data. (1) The peptide sequence is TSTLQEQIGW. The MHC is HLA-A33:01 with pseudo-sequence HLA-A33:01. The binding affinity (normalized) is 0.00487. (2) The peptide sequence is LLAALFHDI. The MHC is HLA-B58:01 with pseudo-sequence HLA-B58:01. The binding affinity (normalized) is 0.301. (3) The peptide sequence is RQIQVEGLK. The MHC is HLA-A01:01 with pseudo-sequence HLA-A01:01. The binding affinity (normalized) is 0.0847.